From a dataset of Full USPTO retrosynthesis dataset with 1.9M reactions from patents (1976-2016). Predict the reactants needed to synthesize the given product. (1) Given the product [Cl:1][C:2]1[CH:3]=[N:4][C:5]([N:12]2[CH2:16][CH2:15][CH:14]([O:17][C:18]3[CH:23]=[CH:22][C:21]([C:24]([F:25])([F:27])[F:26])=[CH:20][CH:19]=3)[CH2:13]2)=[C:6]([CH:11]=1)[C:7]([O-:9])=[O:8].[Li+:30], predict the reactants needed to synthesize it. The reactants are: [Cl:1][C:2]1[CH:3]=[N:4][C:5]([N:12]2[CH2:16][CH2:15][CH:14]([O:17][C:18]3[CH:23]=[CH:22][C:21]([C:24]([F:27])([F:26])[F:25])=[CH:20][CH:19]=3)[CH2:13]2)=[C:6]([CH:11]=1)[C:7]([O:9]C)=[O:8].O.[OH-].[Li+:30]. (2) Given the product [C:43]([C:41]1[CH:42]=[C:38]([NH:37][C:36]([NH:1][C@@H:2]2[C:11]3[C:6](=[CH:7][CH:8]=[CH:9][CH:10]=3)[C@H:5]([O:12][C:13]3[CH:14]=[CH:15][C:16]4[N:17]([C:19]([N:22]([CH3:31])[CH2:23][CH2:24][N:25]5[CH2:26][CH2:27][O:28][CH2:29][CH2:30]5)=[N:20][N:21]=4)[CH:18]=3)[CH2:4][CH2:3]2)=[O:35])[N:39]([C:47]2[CH:52]=[CH:51][C:50]([CH3:53])=[CH:49][CH:48]=2)[N:40]=1)([CH3:46])([CH3:44])[CH3:45], predict the reactants needed to synthesize it. The reactants are: [NH2:1][C@@H:2]1[C:11]2[C:6](=[CH:7][CH:8]=[CH:9][CH:10]=2)[C@H:5]([O:12][C:13]2[CH:14]=[CH:15][C:16]3[N:17]([C:19]([N:22]([CH3:31])[CH2:23][CH2:24][N:25]4[CH2:30][CH2:29][O:28][CH2:27][CH2:26]4)=[N:20][N:21]=3)[CH:18]=2)[CH2:4][CH2:3]1.ClC(Cl)(Cl)C[O:35][C:36](=O)[NH:37][C:38]1[N:39]([C:47]2[CH:52]=[CH:51][C:50]([CH3:53])=[CH:49][CH:48]=2)[N:40]=[C:41]([C:43]([CH3:46])([CH3:45])[CH3:44])[CH:42]=1.CCN(C(C)C)C(C)C.N. (3) Given the product [F:36][C:37]1[CH:38]=[C:39]([S:44][C:2]2([C:25]([O:27][CH2:28][CH3:29])=[O:26])[CH2:7][CH2:6][CH2:5][N:4]3[C:8]([C:11]4[CH:16]=[CH:15][C:14]([C:17]5[O:21][C:20]([CH3:22])=[N:19][CH:18]=5)=[C:13]([O:23][CH3:24])[CH:12]=4)=[N:9][N:10]=[C:3]23)[CH:40]=[CH:41][C:42]=1[F:43], predict the reactants needed to synthesize it. The reactants are: Cl[C:2]1([C:25]([O:27][CH2:28][CH3:29])=[O:26])[CH2:7][CH2:6][CH2:5][N:4]2[C:8]([C:11]3[CH:16]=[CH:15][C:14]([C:17]4[O:21][C:20]([CH3:22])=[N:19][CH:18]=4)=[C:13]([O:23][CH3:24])[CH:12]=3)=[N:9][N:10]=[C:3]12.C(=O)([O-])[O-].[K+].[K+].[F:36][C:37]1[CH:38]=[C:39]([SH:44])[CH:40]=[CH:41][C:42]=1[F:43]. (4) Given the product [NH2:7][CH2:6][C:5]1[CH:8]=[CH:9][C:2]([NH2:1])=[N:3][C:4]=1[CH3:10], predict the reactants needed to synthesize it. The reactants are: [NH2:1][C:2]1[CH:9]=[CH:8][C:5]([C:6]#[N:7])=[C:4]([CH3:10])[N:3]=1.[BH4-].[Na+].Cl. (5) Given the product [CH2:1]([O:3][C:4](=[O:23])[CH:5]([CH:17]1[CH2:18][CH2:19][CH2:20][CH2:21][CH2:22]1)[C:6](=[O:7])[CH:33]1[CH2:34][CH2:35][CH2:36][CH2:37][CH2:38][C:32]1=[O:39])[CH3:2], predict the reactants needed to synthesize it. The reactants are: [CH2:1]([O:3][C:4](=[O:23])[CH:5]([CH:17]1[CH2:22][CH2:21][CH2:20][CH2:19][CH2:18]1)[C:6](N1C2C=CC=CC=2N=N1)=[O:7])[CH3:2].[Li+].CC([N-]C(C)C)C.[C:32]1(=[O:39])[CH2:38][CH2:37][CH2:36][CH2:35][CH2:34][CH2:33]1. (6) The reactants are: [F:1][C:2]1[CH:3]=[C:4]2[C:8](=[CH:9][C:10]=1[F:11])[NH:7][C:6](=[O:12])/[C:5]/2=[C:13]1\[CH:14]=[C:15]([C:20]2[CH:27]=[CH:26][C:23]([CH:24]=O)=[CH:22][CH:21]=2)[C:16]([CH3:19])([CH3:18])[O:17]\1.[NH:28]1[CH2:37][CH2:36][CH:31]([C:32]([O:34][CH3:35])=[O:33])[CH2:30][CH2:29]1.C(O)(=O)C.C([BH3-])#N.[Na+].C1COCC1. Given the product [F:1][C:2]1[CH:3]=[C:4]2[C:8](=[CH:9][C:10]=1[F:11])[NH:7][C:6](=[O:12])/[C:5]/2=[C:13]1\[CH:14]=[C:15]([C:20]2[CH:27]=[CH:26][C:23]([CH2:24][N:28]3[CH2:37][CH2:36][CH:31]([C:32]([O:34][CH3:35])=[O:33])[CH2:30][CH2:29]3)=[CH:22][CH:21]=2)[C:16]([CH3:18])([CH3:19])[O:17]\1, predict the reactants needed to synthesize it. (7) Given the product [NH2:17][CH:10]([C:11]1[CH:12]=[CH:13][CH:14]=[CH:15][CH:16]=1)[CH2:9][NH:5][C:6](=[O:8])[O:7][C:11]([CH3:16])([CH3:12])[CH3:10], predict the reactants needed to synthesize it. The reactants are: CC([N:5]([CH2:9][CH:10]([N:17]1C(=O)C2C(=CC=CC=2)C1=O)[C:11]1[CH:16]=[CH:15][CH:14]=[CH:13][CH:12]=1)[C:6](=[O:8])[O-:7])(C)C.CN.NN. (8) Given the product [F:42][CH:2]([F:1])[C:3]1[N:7]([C:8]2[CH:13]=[C:12]([N:14]3[CH2:15][CH2:16][O:17][CH2:18][CH2:19]3)[N:11]=[C:10]([NH:20][CH2:21][C@H:22]3[CH2:23][CH2:24][C@H:25]([N:28]4[CH2:33][CH2:32][CH2:31][CH:30]([OH:44])[CH2:29]4)[CH2:26][CH2:27]3)[N:9]=2)[C:6]2[CH:38]=[CH:39][CH:40]=[CH:41][C:5]=2[N:4]=1, predict the reactants needed to synthesize it. The reactants are: [F:1][CH:2]([F:42])[C:3]1[N:7]([C:8]2[CH:13]=[C:12]([N:14]3[CH2:19][CH2:18][O:17][CH2:16][CH2:15]3)[N:11]=[C:10]([NH:20][CH2:21][C@H:22]3[CH2:27][CH2:26][C@H:25]([N:28]4[CH2:33][CH2:32][CH2:31][CH:30](CC([O-])=O)[CH2:29]4)[CH2:24][CH2:23]3)[N:9]=2)[C:6]2[CH:38]=[CH:39][CH:40]=[CH:41][C:5]=2[N:4]=1.C(=O)([O-])[O-:44].[K+].[K+].O. (9) Given the product [C:1]([O:5][C:6](=[O:33])[NH:7][CH:8]1[CH2:13][CH2:12][CH:11]([NH:14][C:15]2[N:20]=[C:19]3[NH:21][N:22]=[C:23]([C:24]4[CH:29]=[CH:28][N:27]=[C:26]([NH:51][CH:43]([C:44]5[CH:49]=[CH:48][CH:47]=[C:46]([Cl:50])[CH:45]=5)[CH2:42][CH2:41][NH:40][C:39]([O:38][C:34]([CH3:37])([CH3:36])[CH3:35])=[O:52])[N:25]=4)[C:18]3=[CH:17][N:16]=2)[CH2:10][CH2:9]1)([CH3:4])([CH3:3])[CH3:2], predict the reactants needed to synthesize it. The reactants are: [C:1]([O:5][C:6](=[O:33])[NH:7][CH:8]1[CH2:13][CH2:12][CH:11]([NH:14][C:15]2[N:20]=[C:19]3[NH:21][N:22]=[C:23]([C:24]4[CH:29]=[CH:28][N:27]=[C:26](S(C)=O)[N:25]=4)[C:18]3=[CH:17][N:16]=2)[CH2:10][CH2:9]1)([CH3:4])([CH3:3])[CH3:2].[C:34]([O:38][C:39](=[O:52])[NH:40][CH2:41][CH2:42][CH:43]([NH2:51])[C:44]1[CH:49]=[CH:48][CH:47]=[C:46]([Cl:50])[CH:45]=1)([CH3:37])([CH3:36])[CH3:35]. (10) Given the product [C:18]([O:24][CH2:25][N:10]1[C:5]2[C:6](=[N:7][C:2]([Br:1])=[CH:3][N:4]=2)[C:8]([C:11](=[O:12])[NH:13][C:14]([CH3:17])([CH3:16])[CH3:15])=[CH:9]1)(=[O:23])[C:19]([CH3:22])([CH3:21])[CH3:20], predict the reactants needed to synthesize it. The reactants are: [Br:1][C:2]1[N:7]=[C:6]2[C:8]([C:11]([NH:13][C:14]([CH3:17])([CH3:16])[CH3:15])=[O:12])=[CH:9][NH:10][C:5]2=[N:4][CH:3]=1.[C:18]([O:24][CH2:25]Cl)(=[O:23])[C:19]([CH3:22])([CH3:21])[CH3:20].C([O-])([O-])=O.[K+].[K+].O.